Dataset: Forward reaction prediction with 1.9M reactions from USPTO patents (1976-2016). Task: Predict the product of the given reaction. (1) Given the reactants Br[C:2]1[N:3]=[C:4]2[C:10]([C:11](=[O:16])[C:12]([CH3:15])([CH3:14])[CH3:13])=[CH:9][N:8]([CH2:17][O:18][CH2:19][CH2:20][Si:21]([CH3:24])([CH3:23])[CH3:22])[C:5]2=[N:6][CH:7]=1.[O:25]1CCOCC1.C(P(C(C)(C)C)C1C=CC=CC=1C1C(C(C)C)=CC(C(C)C)=CC=1C(C)C)(C)(C)C.[OH-].[K+], predict the reaction product. The product is: [CH3:13][C:12]([CH3:15])([CH3:14])[C:11]([C:10]1[C:4]2[NH:3][C:2](=[O:25])[CH:7]=[N:6][C:5]=2[N:8]([CH2:17][O:18][CH2:19][CH2:20][Si:21]([CH3:24])([CH3:23])[CH3:22])[CH:9]=1)=[O:16]. (2) Given the reactants C[O:2][C:3](=[O:20])[CH:4]([N:11]1[C:16](=[O:17])[CH:15]=[C:14]([O:18][CH3:19])[CH:13]=[N:12]1)[CH2:5][CH:6]1[CH2:10][CH2:9][CH2:8][CH2:7]1.[OH-].[Na+], predict the reaction product. The product is: [CH:6]1([CH2:5][CH:4]([N:11]2[C:16](=[O:17])[CH:15]=[C:14]([O:18][CH3:19])[CH:13]=[N:12]2)[C:3]([OH:20])=[O:2])[CH2:10][CH2:9][CH2:8][CH2:7]1. (3) Given the reactants C(OC([NH:8][C:9]1[S:10][C:11]([F:19])=[C:12](CN(OC)C)[N:13]=1)=O)(C)(C)C.[ClH:20], predict the reaction product. The product is: [ClH:20].[ClH:20].[NH2:8][C:9]1[S:10][C:11]([F:19])=[CH:12][N:13]=1. (4) Given the reactants [CH3:1][N:2]1[CH2:6][CH2:5][CH2:4]/[C:3]/1=[C:7]1/[CH:8]=[N:9][C:10]2[C:15]/1=[CH:14][C:13]([C:16]1[CH:21]=[CH:20][CH:19]=[CH:18][CH:17]=1)=[CH:12][C:11]=2[C:22]([O:24][CH3:25])=[O:23].[BH4-].[Na+], predict the reaction product. The product is: [CH3:1][N:2]1[CH2:6][CH2:5][CH2:4][CH:3]1[C:7]1[C:15]2[C:10](=[C:11]([C:22]([O:24][CH3:25])=[O:23])[CH:12]=[C:13]([C:16]3[CH:17]=[CH:18][CH:19]=[CH:20][CH:21]=3)[CH:14]=2)[NH:9][CH:8]=1. (5) Given the reactants [CH3:1][C:2]1[CH:9]=[CH:8][C:5]([CH2:6][OH:7])=[CH:4][CH:3]=1.[C:10]1(=[O:16])[O:15][C:13](=[O:14])[CH2:12][CH2:11]1.C(=O)([O-])[O-].[Cs+].[Cs+], predict the reaction product. The product is: [CH3:1][C:2]1[CH:9]=[CH:8][C:5]([CH2:6][O:7][C:10](=[O:16])[CH2:11][CH2:12][C:13]([OH:15])=[O:14])=[CH:4][CH:3]=1. (6) Given the reactants [Br:1][C:2]1[CH:7]=[CH:6][C:5]([OH:8])=[C:4]([C:9]([F:12])([F:11])[F:10])[CH:3]=1.C1(P(C2C=CC=CC=2)C2C=CC=CC=2)C=CC=CC=1.[N:32]1[CH:37]=[CH:36][C:35]([CH2:38]O)=[CH:34][CH:33]=1.N(C(OC(C)C)=O)=NC(OC(C)C)=O, predict the reaction product. The product is: [Br:1][C:2]1[CH:7]=[CH:6][C:5]([O:8][CH2:38][C:35]2[CH:36]=[CH:37][N:32]=[CH:33][CH:34]=2)=[C:4]([C:9]([F:10])([F:11])[F:12])[CH:3]=1. (7) Given the reactants [NH2:1][CH:2]1[CH2:7][CH2:6][CH:5]([O:8][CH2:9][C:10]([O:12][C:13]([CH3:16])([CH3:15])[CH3:14])=[O:11])[CH2:4][CH2:3]1.Br[C:18]1[CH:23]=[CH:22][C:21]([S:24]([C:27]([F:30])([F:29])[F:28])(=[O:26])=[O:25])=[CH:20][CH:19]=1.C(=O)([O-])[O-].[Cs+].[Cs+], predict the reaction product. The product is: [F:29][C:27]([F:28])([F:30])[S:24]([C:21]1[CH:22]=[CH:23][C:18]([NH:1][CH:2]2[CH2:7][CH2:6][CH:5]([O:8][CH2:9][C:10]([O:12][C:13]([CH3:16])([CH3:15])[CH3:14])=[O:11])[CH2:4][CH2:3]2)=[CH:19][CH:20]=1)(=[O:25])=[O:26].